Dataset: Full USPTO retrosynthesis dataset with 1.9M reactions from patents (1976-2016). Task: Predict the reactants needed to synthesize the given product. (1) Given the product [Cl:10][C:11]1[CH:16]=[CH:15][C:14]([NH:17][C:18]([N:1]2[CH2:9][C@H:7]([OH:8])[CH2:6][C@H:2]2[C:3]([OH:5])=[O:4])=[O:19])=[CH:13][CH:12]=1, predict the reactants needed to synthesize it. The reactants are: [NH:1]1[CH2:9][C@H:7]([OH:8])[CH2:6][C@H:2]1[C:3]([OH:5])=[O:4].[Cl:10][C:11]1[CH:16]=[CH:15][C:14]([N:17]=[C:18]=[O:19])=[CH:13][CH:12]=1. (2) Given the product [N+:43]([C:40]1[CH:41]=[CH:42][C:37]([C:36]([O:35][CH2:34][C@@H:14]2[C@@H:15]([CH2:25][O:26][CH2:27][C:28]3[CH:33]=[CH:32][CH:31]=[CH:30][CH:29]=3)[C@H:16]([C:17]3[CH:22]=[CH:21][C:20]([F:23])=[CH:19][C:18]=3[CH3:24])[C@@H:11]([O:63][C@@H:61]([C:53]3[CH:52]=[C:51]([C:50]([F:64])([F:65])[F:49])[CH:56]=[C:55]([C:57]([F:58])([F:59])[F:60])[CH:54]=3)[CH3:62])[O:12][CH2:13]2)=[O:46])=[CH:38][CH:39]=1)([O-:45])=[O:44], predict the reactants needed to synthesize it. The reactants are: [N+](C1C=CC(C(O[CH:11]2[CH:16]([C:17]3[CH:22]=[CH:21][C:20]([F:23])=[CH:19][C:18]=3[CH3:24])[CH:15]([CH2:25][O:26][CH2:27][C:28]3[CH:33]=[CH:32][CH:31]=[CH:30][CH:29]=3)[CH:14]([CH2:34][O:35][C:36](=[O:46])[C:37]3[CH:42]=[CH:41][C:40]([N+:43]([O-:45])=[O:44])=[CH:39][CH:38]=3)[CH2:13][O:12]2)=O)=CC=1)([O-])=O.[F:49][C:50]([F:65])([F:64])[C:51]1[CH:52]=[C:53]([C@H:61]([OH:63])[CH3:62])[CH:54]=[C:55]([C:57]([F:60])([F:59])[F:58])[CH:56]=1.B(F)(F)F.CCOCC.